This data is from Full USPTO retrosynthesis dataset with 1.9M reactions from patents (1976-2016). The task is: Predict the reactants needed to synthesize the given product. (1) Given the product [C:30]([O:34][C:35]([N:37]1[CH2:46][CH2:45][C:44]2[C:39](=[CH:40][CH:41]=[C:42]([CH:47]([NH:49][C:1](=[O:5])[CH3:2])[CH3:48])[CH:43]=2)[CH2:38]1)=[O:36])([CH3:33])([CH3:31])[CH3:32], predict the reactants needed to synthesize it. The reactants are: [C:1]([O:5]C(N1CCC2C(=CC=C(C(=O)C)C=2)C1)=O)(C)(C)[CH3:2].C([O-])(=O)C.[NH4+].C([BH3-])#N.[Na+].[C:30]([O:34][C:35]([N:37]1[CH2:46][CH2:45][C:44]2[C:39](=[CH:40][CH:41]=[C:42]([CH:47]([NH2:49])[CH3:48])[CH:43]=2)[CH2:38]1)=[O:36])([CH3:33])([CH3:32])[CH3:31].C(Cl)(=O)C. (2) Given the product [NH:42]1[C:43]2[C:39](=[CH:38][CH:37]=[C:36]([C:20]3[CH:21]=[C:22]4[C:17](=[CH:18][CH:19]=3)[N:16]=[CH:15][C:14]([N+:32]([O-:34])=[O:33])=[C:13]4[CH2:12][C:9]3[CH:10]=[CH:11][C:6]([C:2]([CH3:5])([CH3:1])[C:3]#[N:4])=[CH:7][CH:8]=3)[CH:44]=2)[CH:40]=[N:41]1, predict the reactants needed to synthesize it. The reactants are: [CH3:1][C:2]([C:6]1[CH:11]=[CH:10][C:9]([CH2:12][C:13]2[C:22]3[C:17](=[CH:18][CH:19]=[C:20](B4OC(C)(C)C(C)(C)O4)[CH:21]=3)[N:16]=[CH:15][C:14]=2[N+:32]([O-:34])=[O:33])=[CH:8][CH:7]=1)([CH3:5])[C:3]#[N:4].Br[C:36]1[CH:44]=[C:43]2[C:39]([CH:40]=[N:41][NH:42]2)=[CH:38][CH:37]=1.C([O-])([O-])=O.[Na+].[Na+].N#N. (3) Given the product [CH3:26][C:25]1[CH:24]=[CH:23][C:22]([NH:27][C:28](=[O:40])[C:29]2[CH:34]=[CH:33][N:32]=[C:31]([N:35]3[CH2:39][CH2:38][CH2:37][CH2:36]3)[CH:30]=2)=[CH:21][C:20]=1[B:10]1[O:11][C:12]([CH3:17])([CH3:18])[C:13]([CH3:15])([CH3:16])[O:14]1, predict the reactants needed to synthesize it. The reactants are: [B:10]1([B:10]2[O:14][C:13]([CH3:16])([CH3:15])[C:12]([CH3:18])([CH3:17])[O:11]2)[O:14][C:13]([CH3:16])([CH3:15])[C:12]([CH3:18])([CH3:17])[O:11]1.I[C:20]1[CH:21]=[C:22]([NH:27][C:28](=[O:40])[C:29]2[CH:34]=[CH:33][N:32]=[C:31]([N:35]3[CH2:39][CH2:38][CH2:37][CH2:36]3)[CH:30]=2)[CH:23]=[CH:24][C:25]=1[CH3:26].CN(C)C=O. (4) Given the product [C:3]1([NH:2][C:8]([C:10]2[N:11]=[C:12]([N:15]3[CH2:18][CH:17]([S:19][C:20]4[C@H:21]([CH3:34])[C@@H:22]5[C@@H:29]([C@H:30]([OH:32])[CH3:31])[C:28](=[O:33])[N:23]5[C:24]=4[C:25]([O:27][CH2:64][C:65]4[CH:66]=[CH:67][C:68]([N+:71]([O-:73])=[O:72])=[CH:69][CH:70]=4)=[O:26])[CH2:16]3)[S:13][CH:14]=2)=[O:9])[CH:35]=[CH:7][CH:6]=[CH:5][CH:4]=1, predict the reactants needed to synthesize it. The reactants are: [Na+].[N:2]1([C:8]([C:10]2[N:11]=[C:12]([N:15]3[CH2:18][CH:17]([S:19][C:20]4[C@H:21]([CH3:34])[C@@H:22]5[C@@H:29]([C@H:30]([OH:32])[CH3:31])[C:28](=[O:33])[N:23]5[C:24]=4[C:25]([O-:27])=[O:26])[CH2:16]3)[S:13][CH:14]=2)=[O:9])[CH2:7][CH2:6][CH2:5][CH2:4][CH2:3]1.[C:35](O)(=O)C.NN.C1(P(OC2[C@H](C)[C@H]3[C@@H]([C@H](O)C)C(=O)N3C=2C(O[CH2:64][C:65]2[CH:70]=[CH:69][C:68]([N+:71]([O-:73])=[O:72])=[CH:67][CH:66]=2)=O)(C2C=CC=CC=2)=O)C=CC=CC=1.C(N(C(C)C)CC)(C)C.C(=O)([O-])O.[Na+].